Dataset: Reaction yield outcomes from USPTO patents with 853,638 reactions. Task: Predict the reaction yield, written as a fraction of the theoretical maximum amount of product (1.0 means a 100% yield; for example, 0.34 means a 34% yield). (1) The reactants are [OH:1][C:2]1[CH:7]=[CH:6][C:5](B(O)O)=[C:4]([CH3:11])[CH:3]=1.I[C:13]1[C:21]2[C:16](=[N:17][CH:18]=[N:19][C:20]=2[NH2:22])[N:15]([CH:23]([CH3:25])[CH3:24])[N:14]=1.C([O-])([O-])=O.[Na+].[Na+]. The catalyst is CCO.COCCOC.C1C=CC([P]([Pd]([P](C2C=CC=CC=2)(C2C=CC=CC=2)C2C=CC=CC=2)([P](C2C=CC=CC=2)(C2C=CC=CC=2)C2C=CC=CC=2)[P](C2C=CC=CC=2)(C2C=CC=CC=2)C2C=CC=CC=2)(C2C=CC=CC=2)C2C=CC=CC=2)=CC=1. The product is [NH2:22][C:20]1[N:19]=[CH:18][N:17]=[C:16]2[N:15]([CH:23]([CH3:25])[CH3:24])[N:14]=[C:13]([C:5]3[CH:6]=[CH:7][C:2]([OH:1])=[CH:3][C:4]=3[CH3:11])[C:21]=12. The yield is 0.220. (2) The reactants are [S:1](=[O:32])(=[O:31])([O:3][CH2:4][C@@H:5]1[CH2:9][C@@H:8]([O:10][C:11]2[CH:16]=[C:15]([NH:17][C@@H:18]3[C:26]4[C:21](=[CH:22][C:23]([Cl:27])=[CH:24][CH:25]=4)[CH2:20][C@@H:19]3[O:28][CH3:29])[N:14]=[CH:13][N:12]=2)[CH2:7][C@@H:6]1[OH:30])[NH2:2].C(#N)C.Cl. The catalyst is C(OCC)C. The product is [ClH:27].[S:1](=[O:31])(=[O:32])([O:3][CH2:4][C@@H:5]1[CH2:9][C@@H:8]([O:10][C:11]2[CH:16]=[C:15]([NH:17][C@@H:18]3[C:26]4[C:21](=[CH:22][C:23]([Cl:27])=[CH:24][CH:25]=4)[CH2:20][C@@H:19]3[O:28][CH3:29])[N:14]=[CH:13][N:12]=2)[CH2:7][C@@H:6]1[OH:30])[NH2:2]. The yield is 0.800. (3) The reactants are F[C:2]1[C:7]([F:8])=[CH:6][CH:5]=[C:4]([F:9])[N:3]=1.[F:10][C:11]1[CH:12]=[C:13]([CH:16]=[CH:17][CH:18]=1)[CH2:14][NH2:15].C(N(CC)CC)C. The catalyst is CN1C(=O)CCC1. The product is [F:8][C:7]1[C:2]([NH:15][CH2:14][C:13]2[CH:16]=[CH:17][CH:18]=[C:11]([F:10])[CH:12]=2)=[N:3][C:4]([F:9])=[CH:5][CH:6]=1. The yield is 0.980. (4) The reactants are [O:1]=[C:2]1[CH2:7][O:6][CH2:5][CH2:4][N:3]1[CH:8]1[CH2:13][CH2:12][CH:11]([C:14]([O:16]CC)=[O:15])[CH2:10][CH2:9]1.CC(C)([O-])C.[K+].O.Cl. The catalyst is O1CCCC1. The product is [O:1]=[C:2]1[CH2:7][O:6][CH2:5][CH2:4][N:3]1[C@H:8]1[CH2:9][CH2:10][C@H:11]([C:14]([OH:16])=[O:15])[CH2:12][CH2:13]1. The yield is 0.409.